Dataset: Forward reaction prediction with 1.9M reactions from USPTO patents (1976-2016). Task: Predict the product of the given reaction. (1) Given the reactants [CH3:1]C(C)([O-])C.[K+].[Br:7][C:8]1[CH:9]=[CH:10][C:11]([O:16][CH2:17][CH3:18])=[C:12]([CH:15]=1)[CH:13]=O, predict the reaction product. The product is: [Br:7][C:8]1[CH:9]=[CH:10][C:11]([O:16][CH2:17][CH3:18])=[C:12]([CH:15]=1)[CH:13]=[CH2:1]. (2) The product is: [CH3:1][O:2][C:3]1[CH:4]=[CH:5][C:6]2[S:9][CH2:10][CH2:11][N:12]([C:13]([N:15]3[CH2:20][CH2:19][N:18]([C:21]([O:23][CH2:24][C:25]4[CH:26]=[CH:27][CH:28]=[CH:29][CH:30]=4)=[O:22])[CH2:17][CH2:16]3)=[O:14])[CH2:33][C:7]=2[CH:8]=1. Given the reactants [CH3:1][O:2][C:3]1[CH:8]=[CH:7][C:6]([S:9][CH2:10][CH2:11][NH:12][C:13]([N:15]2[CH2:20][CH2:19][N:18]([C:21]([O:23][CH2:24][C:25]3[CH:30]=[CH:29][CH:28]=[CH:27][CH:26]=3)=[O:22])[CH2:17][CH2:16]2)=[O:14])=[CH:5][CH:4]=1.C=O.[C:33]1(C)C=CC(S(O)(=O)=O)=CC=1, predict the reaction product. (3) Given the reactants C(N=[C:10]=[S:11])(=O)C1C=CC=CC=1.[C:12]([C:15]1[NH:19][CH:18]=[N:17][C:16]=1[NH:20][CH2:21][CH2:22][NH:23]C(=O)OC(C)(C)C)(=[O:14])[NH2:13].[F:31][C:32]([F:37])([F:36])[C:33]([OH:35])=[O:34], predict the reaction product. The product is: [F:31][C:32]([F:37])([F:36])[C:33]([OH:35])=[O:34].[NH2:23][CH2:22][CH2:21][N:20]1[C:16]2[N:17]=[CH:18][NH:19][C:15]=2[C:12](=[O:14])[NH:13][C:10]1=[S:11]. (4) Given the reactants [CH3:1][C:2]1[CH:7]=[C:6]([C:8]2[O:12][N:11]=[C:10]([C:13]3[CH:14]=[CH:15][C:16]([OH:23])=[C:17]([CH:22]=3)[C:18]([O:20]C)=[O:19])[N:9]=2)[CH:5]=[CH:4][C:3]=1[C:24]1[CH:29]=[CH:28][CH:27]=[CH:26][C:25]=1[CH3:30].[OH-].[Na+], predict the reaction product. The product is: [CH3:1][C:2]1[CH:7]=[C:6]([C:8]2[O:12][N:11]=[C:10]([C:13]3[CH:14]=[CH:15][C:16]([OH:23])=[C:17]([CH:22]=3)[C:18]([OH:20])=[O:19])[N:9]=2)[CH:5]=[CH:4][C:3]=1[C:24]1[CH:29]=[CH:28][CH:27]=[CH:26][C:25]=1[CH3:30]. (5) Given the reactants [C:1]([O:5][C:6](=[O:29])[NH:7][CH2:8][CH2:9][CH2:10][CH2:11][O:12][C:13]1[CH:18]=[CH:17][CH:16]=[C:15]([O:19][CH2:20][C:21]2[CH:26]=[CH:25][CH:24]=[CH:23][CH:22]=2)[C:14]=1[S:27][CH3:28])([CH3:4])([CH3:3])[CH3:2].C1C=C(Cl)C=C(C(OO)=[O:38])C=1.O, predict the reaction product. The product is: [C:1]([O:5][C:6](=[O:29])[NH:7][CH2:8][CH2:9][CH2:10][CH2:11][O:12][C:13]1[CH:18]=[CH:17][CH:16]=[C:15]([O:19][CH2:20][C:21]2[CH:26]=[CH:25][CH:24]=[CH:23][CH:22]=2)[C:14]=1[S:27]([CH3:28])=[O:38])([CH3:4])([CH3:3])[CH3:2].